This data is from Catalyst prediction with 721,799 reactions and 888 catalyst types from USPTO. The task is: Predict which catalyst facilitates the given reaction. (1) Product: [C:38]([O:22][C@H:14]1[CH2:15][CH2:16][C@@:17]2([CH3:18])[C:12](=[CH:11][CH2:10][C@@H:9]3[C@@H:19]2[CH2:20][CH2:21][C@@:4]2([CH3:5])[C@H:6]3[CH2:7][CH2:8][C:3]2=[N:1][OH:2])[CH2:13]1)(=[O:45])[C:39]1[CH:44]=[CH:43][CH:42]=[CH:41][CH:40]=1. The catalyst class is: 4. Reactant: [N:1](=[C:3]1[CH2:8][CH2:7][C@H:6]2[C@H:9]3[C@H:19]([CH2:20][CH2:21][C@:4]12[CH3:5])[C@:17]1([CH3:18])[C:12]([CH2:13][C@@H:14]([OH:22])[CH2:15][CH2:16]1)=[CH:11][CH2:10]3)[OH:2].C1(N=C=NC2CCCCC2)CCCCC1.[C:38](O)(=[O:45])[C:39]1[CH:44]=[CH:43][CH:42]=[CH:41][CH:40]=1. (2) Reactant: [Cl:1][C:2]1[CH:7]=[CH:6][C:5]([S:8]([NH:11][CH2:12][C:13]2[CH:18]=[CH:17][CH:16]=[CH:15][N:14]=2)(=[O:10])=[O:9])=[CH:4][CH:3]=1.[H-].[Na+].Br[CH2:22][C:23]1[CH:32]=[CH:31][C:26]([C:27]([O:29][CH3:30])=[O:28])=[CH:25][CH:24]=1. Product: [Cl:1][C:2]1[CH:3]=[CH:4][C:5]([S:8]([N:11]([CH2:22][C:23]2[CH:32]=[CH:31][C:26]([C:27]([O:29][CH3:30])=[O:28])=[CH:25][CH:24]=2)[CH2:12][C:13]2[CH:18]=[CH:17][CH:16]=[CH:15][N:14]=2)(=[O:10])=[O:9])=[CH:6][CH:7]=1. The catalyst class is: 3. (3) Reactant: [CH2:1]([C:3]1[CH:8]=[CH:7][CH:6]=[CH:5][C:4]=1[N:9]([C:13]1[CH:18]=[CH:17][CH:16]=[CH:15][C:14]=1[CH2:19][CH3:20])C(=O)C)[CH3:2].[OH-].[K+].O. Product: [CH2:19]([C:14]1[CH:15]=[CH:16][CH:17]=[CH:18][C:13]=1[NH:9][C:4]1[CH:5]=[CH:6][CH:7]=[CH:8][C:3]=1[CH2:1][CH3:2])[CH3:20]. The catalyst class is: 14. (4) Reactant: [Br:1][C:2]1[CH:8]=[CH:7][C:5]([NH2:6])=[CH:4][CH:3]=1.Br[CH2:10][C:11]([C:13]1[CH:18]=[CH:17][CH:16]=[CH:15][CH:14]=1)=[O:12]. Product: [Br:1][C:2]1[CH:8]=[CH:7][C:5]([NH:6][CH2:10][C:11]([C:13]2[CH:18]=[CH:17][CH:16]=[CH:15][CH:14]=2)=[O:12])=[CH:4][CH:3]=1. The catalyst class is: 9.